This data is from Peptide-MHC class II binding affinity with 134,281 pairs from IEDB. The task is: Regression. Given a peptide amino acid sequence and an MHC pseudo amino acid sequence, predict their binding affinity value. This is MHC class II binding data. (1) The peptide sequence is LERLQRKHGGMLVRNPL. The MHC is DRB5_0101 with pseudo-sequence DRB5_0101. The binding affinity (normalized) is 0.345. (2) The binding affinity (normalized) is 0. The MHC is HLA-DQA10201-DQB10202 with pseudo-sequence HLA-DQA10201-DQB10202. The peptide sequence is YHFDLSGHAFGAMAK. (3) The peptide sequence is EVFCQTIKLDSEEYH. The MHC is DRB1_1501 with pseudo-sequence DRB1_1501. The binding affinity (normalized) is 0.160. (4) The peptide sequence is IEGGSLFIVPRFHVV. The MHC is DRB1_0301 with pseudo-sequence DRB1_0301. The binding affinity (normalized) is 0.382. (5) The peptide sequence is EVFCQTIKLDSEEYH. The MHC is DRB1_0101 with pseudo-sequence DRB1_0101. The binding affinity (normalized) is 0.281. (6) The peptide sequence is GELYIVDKIDAAFKI. The MHC is DRB1_0401 with pseudo-sequence DRB1_0401. The binding affinity (normalized) is 0.988. (7) The peptide sequence is TRILTIPQSLDSWWT. The MHC is HLA-DQA10301-DQB10302 with pseudo-sequence HLA-DQA10301-DQB10302. The binding affinity (normalized) is 0.298. (8) The peptide sequence is CDERVSSDQSALSEF. The MHC is DRB1_1301 with pseudo-sequence DRB1_1301. The binding affinity (normalized) is 0.